Dataset: Catalyst prediction with 721,799 reactions and 888 catalyst types from USPTO. Task: Predict which catalyst facilitates the given reaction. (1) Reactant: [NH:1]1[CH:5]=[CH:4][N:3]=[N:2]1.C([O-])([O-])=O.[K+].[K+].Br[C:13]1[CH:14]=[CH:15][C:16]([C:19]([F:37])([F:36])[C:20]([C:28]2[CH:33]=[CH:32][C:31]([F:34])=[CH:30][C:29]=2[F:35])([OH:27])[CH2:21][N:22]2[CH:26]=[N:25][N:24]=[N:23]2)=[N:17][CH:18]=1. Product: [N:1]1[N:2]([C:13]2[CH:14]=[CH:15][C:16]([C:19]([F:36])([F:37])[C:20]([C:28]3[CH:33]=[CH:32][C:31]([F:34])=[CH:30][C:29]=3[F:35])([OH:27])[CH2:21][N:22]3[CH:26]=[N:25][N:24]=[N:23]3)=[N:17][CH:18]=2)[N:3]=[CH:4][CH:5]=1. The catalyst class is: 536. (2) Reactant: [C:1]([O:5][C:6](=[O:25])[CH:7]=[CH:8][C:9]1[CH:14]=[CH:13][C:12]([O:15][CH2:16][C:17]2[CH:22]=[CH:21][CH:20]=[CH:19][CH:18]=2)=[CH:11][C:10]=1[CH:23]=[O:24])([CH3:4])([CH3:3])[CH3:2].CC(=CC)C.[O-:31]Cl=O.[Na+]. Product: [CH2:16]([O:15][C:12]1[CH:13]=[CH:14][C:9]([CH:8]=[CH:7][C:6]([O:5][C:1]([CH3:4])([CH3:2])[CH3:3])=[O:25])=[C:10]([CH:11]=1)[C:23]([OH:31])=[O:24])[C:17]1[CH:18]=[CH:19][CH:20]=[CH:21][CH:22]=1. The catalyst class is: 371. (3) Reactant: [OH:1][B:2]1[C:6]2[CH:7]=[CH:8][C:9](/[CH:11]=[N:12]/[OH:13])=[CH:10][C:5]=2[C:4]([CH3:15])([CH3:14])[O:3]1.C1C(=O)N(Cl)C(=O)C1.[Cl:24][C:25]1[CH:30]=[C:29]([C:31]([C:33]([F:36])([F:35])[F:34])=[CH2:32])[CH:28]=[C:27]([Cl:37])[C:26]=1[CH3:38].CCN(CC)CC. Product: [Cl:24][C:25]1[CH:30]=[C:29]([C:31]2([C:33]([F:36])([F:34])[F:35])[O:13][N:12]=[C:11]([C:9]3[CH:8]=[CH:7][C:6]4[B:2]([OH:1])[O:3][C:4]([CH3:15])([CH3:14])[C:5]=4[CH:10]=3)[CH2:32]2)[CH:28]=[C:27]([Cl:37])[C:26]=1[CH3:38]. The catalyst class is: 3. (4) Reactant: CC(S[C@@H]1O[C@H](CO)[C@H](O)[C@H](O)[C@H]1O)C.CC1(C)S[C@@H]2[C@H](NC([C@H](N)C3C=CC=CC=3)=O)C(=O)N2[C@H]1C(O)=O.[CH3:40][C:41]1[CH:46]=[CH:45][CH:44]=[CH:43][C:42]=1[C:47](=[O:52])[C:48]([NH:50][CH3:51])=[O:49].C1C=[N+]([C@@H]2O[C@H](COP(OP(OC[C@H]3O[C@@H](N4C5N=CN=C(N)C=5N=C4)[C@H](OP(O)(O)=O)[C@@H]3O)(O)=O)(O)=O)[C@@H](O)[C@H]2O)C=C(C(N)=O)C=1.O=C[C@@H]([C@H]([C@@H]([C@@H](CO)O)O)O)O.P([O-])([O-])([O-])=O. Product: [CH3:40][C:41]1[CH:46]=[CH:45][CH:44]=[CH:43][C:42]=1[CH:47]([OH:52])[C:48]([NH:50][CH3:51])=[O:49]. The catalyst class is: 13. (5) Reactant: Cl[C:2]1[CH:7]=[C:6]([Cl:8])[CH:5]=[C:4]([Cl:9])[N:3]=1.[CH:10]([O:13][C:14]1[CH:19]=[CH:18][C:17](B(O)O)=[CH:16][CH:15]=1)([CH3:12])[CH3:11].[O-]P([O-])([O-])=O.[K+].[K+].[K+]. Product: [Cl:9][C:4]1[CH:5]=[C:6]([Cl:8])[CH:7]=[C:2]([C:17]2[CH:18]=[CH:19][C:14]([O:13][CH:10]([CH3:12])[CH3:11])=[CH:15][CH:16]=2)[N:3]=1. The catalyst class is: 462. (6) Reactant: [CH3:1][O:2][C:3]1[CH:4]=[C:5]2[C:10](=[CH:11][CH:12]=1)[O:9][C:8](=[O:13])[CH2:7][CH2:6]2.[H-].C([Al+]CC(C)C)C(C)C.C(OCC)(=O)C.[C@H](O)(C([O-])=O)[C@@H](O)C([O-])=O.[Na+].[K+]. Product: [CH3:1][O:2][C:3]1[CH:4]=[C:5]2[C:10](=[CH:11][CH:12]=1)[O:9][CH:8]([OH:13])[CH2:7][CH2:6]2. The catalyst class is: 426. (7) Reactant: Cl[C:2]1[CH:9]=[N:8][CH:7]=[C:6]([Cl:10])[C:3]=1[C:4]#[N:5].[F:11][C:12]1[CH:17]=[CH:16][C:15]([C:18]([F:21])([F:20])[F:19])=[CH:14][C:13]=1[NH:22][C:23]([NH:25][C:26]1[CH:31]=[CH:30][C:29](B2OC(C)(C)C(C)(C)O2)=[CH:28][CH:27]=1)=[O:24].C([O-])(O)=O.[Na+]. Product: [Cl:10][C:6]1[C:3]([C:4]#[N:5])=[C:2]([C:29]2[CH:28]=[CH:27][C:26]([NH:25][C:23]([NH:22][C:13]3[CH:14]=[C:15]([C:18]([F:19])([F:21])[F:20])[CH:16]=[CH:17][C:12]=3[F:11])=[O:24])=[CH:31][CH:30]=2)[CH:9]=[N:8][CH:7]=1. The catalyst class is: 70. (8) Reactant: Cl[C:2]1[C:7]([N+:8]([O-:10])=[O:9])=[CH:6][N:5]=[C:4]2[CH:11]=[CH:12][S:13][C:3]=12.[NH2:14][C@H:15]1[CH2:20][CH2:19][CH2:18][N:17]([C:21]([O:23][C:24]([CH3:27])([CH3:26])[CH3:25])=[O:22])[CH2:16]1.C(N(CC)CC)C.O. Product: [N+:8]([C:7]1[C:2]([NH:14][C@H:15]2[CH2:20][CH2:19][CH2:18][N:17]([C:21]([O:23][C:24]([CH3:27])([CH3:26])[CH3:25])=[O:22])[CH2:16]2)=[C:3]2[S:13][CH:12]=[CH:11][C:4]2=[N:5][CH:6]=1)([O-:10])=[O:9]. The catalyst class is: 32.